This data is from Forward reaction prediction with 1.9M reactions from USPTO patents (1976-2016). The task is: Predict the product of the given reaction. (1) Given the reactants [CH3:1][C:2]([OH:19])([CH3:18])[CH2:3][NH:4][C:5]1[C:14]2[C:9](=[CH:10][CH:11]=[CH:12][N:13]=2)[N:8]=[CH:7][C:6]=1[N+:15]([O-])=O.[H][H], predict the reaction product. The product is: [NH2:15][C:6]1[CH:7]=[N:8][C:9]2[C:14]([C:5]=1[NH:4][CH2:3][C:2]([CH3:18])([OH:19])[CH3:1])=[N:13][CH:12]=[CH:11][CH:10]=2. (2) Given the reactants [Cl:1][C:2]1[CH:10]=[CH:9][C:5]([C:6]([OH:8])=[O:7])=[C:4]([O:11][CH3:12])[CH:3]=1.C(Cl)(=O)C(Cl)=O.CN(C=O)C.C(N(CC)CC)C.O[CH2:32][P:33](=[O:40])([O:37][CH2:38][CH3:39])[O:34][CH2:35][CH3:36], predict the reaction product. The product is: [Cl:1][C:2]1[CH:10]=[CH:9][C:5]([C:6]([O:8][CH2:32][P:33]([O:37][CH2:38][CH3:39])([O:34][CH2:35][CH3:36])=[O:40])=[O:7])=[C:4]([O:11][CH3:12])[CH:3]=1. (3) The product is: [C:9]([C:3]1[CH:4]=[C:5]([Cl:8])[CH:6]=[CH:7][C:2]=1[NH:1][S:27]([C:24]1[CH:25]=[CH:26][C:21]([NH:20][C:17](=[O:19])[CH3:18])=[C:22]([Cl:31])[CH:23]=1)(=[O:28])=[O:29])(=[O:10])[C:11]1[CH:12]=[CH:13][CH:14]=[CH:15][CH:16]=1. Given the reactants [NH2:1][C:2]1[CH:7]=[CH:6][C:5]([Cl:8])=[CH:4][C:3]=1[C:9]([C:11]1[CH:16]=[CH:15][CH:14]=[CH:13][CH:12]=1)=[O:10].[C:17]([NH:20][C:21]1[CH:26]=[CH:25][C:24]([S:27](Cl)(=[O:29])=[O:28])=[CH:23][C:22]=1[Cl:31])(=[O:19])[CH3:18], predict the reaction product. (4) Given the reactants C(OC(=O)[NH:7][C:8]1[C:16]2[C:11](=[N:12][CH:13]=[C:14](Br)[CH:15]=2)[NH:10][N:9]=1)(C)(C)C.[B:19]1(B2OC(C)(C)C(C)(C)O2)[O:23]C(C)(C)C(C)(C)[O:20]1.C([O-])(=O)C.[K+].ClCCl, predict the reaction product. The product is: [NH2:7][C:8]1[C:16]2[C:11](=[N:12][CH:13]=[C:14]([B:19]([OH:23])[OH:20])[CH:15]=2)[NH:10][N:9]=1.